From a dataset of Catalyst prediction with 721,799 reactions and 888 catalyst types from USPTO. Predict which catalyst facilitates the given reaction. (1) Reactant: C([O:8][C:9]1[CH:14]=[CH:13][C:12]([C:15]2[N:36]([CH2:37][O:38][CH2:39][CH2:40][Si:41]([CH3:44])([CH3:43])[CH3:42])[C:18]3=[N:19][C:20]([N:23]4[CH2:28][CH2:27][N:26]([C:29]([O:31][C:32]([CH3:35])([CH3:34])[CH3:33])=[O:30])[CH2:25][CH2:24]4)=[CH:21][CH:22]=[C:17]3[N:16]=2)=[CH:11][CH:10]=1)C1C=CC=CC=1.C(Cl)Cl.C1CCCCC1. Product: [OH:8][C:9]1[CH:10]=[CH:11][C:12]([C:15]2[N:36]([CH2:37][O:38][CH2:39][CH2:40][Si:41]([CH3:44])([CH3:43])[CH3:42])[C:18]3=[N:19][C:20]([N:23]4[CH2:28][CH2:27][N:26]([C:29]([O:31][C:32]([CH3:34])([CH3:35])[CH3:33])=[O:30])[CH2:25][CH2:24]4)=[CH:21][CH:22]=[C:17]3[N:16]=2)=[CH:13][CH:14]=1. The catalyst class is: 50. (2) Reactant: [I:1][C:2]1[CH:7]=[CH:6][C:5]([OH:8])=[CH:4][CH:3]=1.[Si:9](Cl)([C:12]([CH3:15])([CH3:14])[CH3:13])([CH3:11])[CH3:10].N1C=CN=C1. Product: [C:12]([Si:9]([O:8][C:5]1[CH:6]=[CH:7][C:2]([I:1])=[CH:3][CH:4]=1)([CH3:11])[CH3:10])([CH3:15])([CH3:14])[CH3:13]. The catalyst class is: 4. (3) Reactant: [CH3:1][C:2]1[CH:7]=[C:6]([N+:8]([O-])=O)[C:5]([O:11][CH3:12])=[CH:4][C:3]=1[C:13]1[CH2:14][CH2:15][N:16]([CH2:19][CH2:20][CH3:21])[CH2:17][CH:18]=1. Product: [CH3:1][C:2]1[C:3]([CH:13]2[CH2:14][CH2:15][N:16]([CH2:19][CH2:20][CH3:21])[CH2:17][CH2:18]2)=[CH:4][C:5]([O:11][CH3:12])=[C:6]([CH:7]=1)[NH2:8]. The catalyst class is: 513. (4) Reactant: [NH2:1][C:2]([NH:4][C:5]1[C:6]([C:10]([NH:12]CC2C=CC(OC)=CC=2OC)=[O:11])=[N:7][NH:8][CH:9]=1)=[O:3].[CH:24]([C:27]1[CH:32]=[CH:31][C:30](B(O)O)=[CH:29][CH:28]=1)([CH3:26])[CH3:25].N1C=CC=CC=1. The catalyst class is: 3. Product: [NH2:1][C:2]([NH:4][C:5]1[C:6]([C:10]([NH2:12])=[O:11])=[N:7][N:8]([C:30]2[CH:31]=[CH:32][C:27]([CH:24]([CH3:26])[CH3:25])=[CH:28][CH:29]=2)[CH:9]=1)=[O:3].